From a dataset of Full USPTO retrosynthesis dataset with 1.9M reactions from patents (1976-2016). Predict the reactants needed to synthesize the given product. (1) Given the product [C:1]1([S:7]([C:10]2[CH:11]=[CH:12][C:13]([CH3:16])=[C:14]([S:18]([Cl:17])(=[O:20])=[O:19])[CH:15]=2)(=[O:9])=[O:8])[CH:2]=[CH:3][CH:4]=[CH:5][CH:6]=1, predict the reactants needed to synthesize it. The reactants are: [C:1]1([S:7]([C:10]2[CH:15]=[CH:14][C:13]([CH3:16])=[CH:12][CH:11]=2)(=[O:9])=[O:8])[CH:6]=[CH:5][CH:4]=[CH:3][CH:2]=1.[Cl:17][S:18](O)(=[O:20])=[O:19]. (2) Given the product [CH:24]1([O:23][C:16]2[C:17]([O:21][CH3:22])=[CH:18][CH:19]=[C:20]3[C:15]=2[C:14]([NH:8][C:7]2[C:6]([Cl:9])=[CH:5][N:4]=[CH:3][C:2]=2[Cl:1])=[CH:13][N:12]=[CH:11]3)[CH2:25][CH2:26][CH2:27][CH2:28]1, predict the reactants needed to synthesize it. The reactants are: [Cl:1][C:2]1[CH:3]=[N:4][CH:5]=[C:6]([Cl:9])[C:7]=1[NH2:8].Cl[C:11]1[C:20]2[C:15](=[C:16]([O:23][CH:24]3[CH2:28][CH2:27][CH2:26][CH2:25]3)[C:17]([O:21][CH3:22])=[CH:18][CH:19]=2)[CH:14]=[CH:13][N:12]=1. (3) Given the product [F:32][C:33]([F:46])([F:45])[S:34]([O:25][C:5]1[CH:4]=[C:3]([O:2][CH3:1])[CH:20]=[C:19]2[C:6]=1[C@@:7]1([CH3:24])[C@H:16]([CH2:17][S:18]2)[C@:15]2([CH3:21])[C@H:10]([C:11]([CH3:23])([CH3:22])[CH2:12][CH2:13][CH2:14]2)[CH2:9][CH2:8]1)(=[O:36])=[O:35], predict the reactants needed to synthesize it. The reactants are: [CH3:1][O:2][C:3]1[CH:20]=[C:19]2[C:6]([C@@:7]3([CH3:24])[C@H:16]([CH2:17][S:18]2)[C@:15]2([CH3:21])[C@H:10]([C:11]([CH3:23])([CH3:22])[CH2:12][CH2:13][CH2:14]2)[CH2:9][CH2:8]3)=[C:5]([OH:25])[CH:4]=1.N1C=CC=CC=1.[F:32][C:33]([F:46])([F:45])[S:34](O[S:34]([C:33]([F:46])([F:45])[F:32])(=[O:36])=[O:35])(=[O:36])=[O:35]. (4) Given the product [CH3:1][N:2]1[C:7]2[CH:8]=[C:9]([C:12]3[S:31][C:30]([NH2:32])=[N:29][C:13]=3[C:15]3[CH:20]=[CH:19][CH:18]=[C:17]([CH3:21])[N:16]=3)[CH:10]=[CH:11][C:6]=2[O:5][CH2:4][C:3]1=[O:22], predict the reactants needed to synthesize it. The reactants are: [CH3:1][N:2]1[C:7]2[CH:8]=[C:9]([CH2:12][C:13]([C:15]3[CH:20]=[CH:19][CH:18]=[C:17]([CH3:21])[N:16]=3)=O)[CH:10]=[CH:11][C:6]=2[O:5][CH2:4][C:3]1=[O:22].[NH+]1C=CC=CC=1.[NH2:29][C:30]([NH2:32])=[S:31]. (5) Given the product [C:58]([CH2:57][CH:56]([N:60]1[CH:64]=[C:63]([C:65]2[C:66]3[CH:73]=[CH:72][NH:71][C:67]=3[N:68]=[CH:69][N:70]=2)[CH:62]=[N:61]1)[CH2:55][N:49]1[CH2:50][CH2:51][N:52]([C:7]([C:6]2[C:5]([F:13])=[CH:4][C:3]([C:1]#[N:2])=[CH:11][C:10]=2[F:12])=[O:9])[CH2:53][CH2:54]1)#[N:59], predict the reactants needed to synthesize it. The reactants are: [C:1]([C:3]1[CH:11]=[C:10]([F:12])[C:6]([C:7]([OH:9])=O)=[C:5]([F:13])[CH:4]=1)#[N:2].F[P-](F)(F)(F)(F)F.N1(O[P+](N(C)C)(N(C)C)N(C)C)C2C=CC=CC=2N=N1.C(N(CC)CC)C.Cl.[N:49]1([CH2:55][CH:56]([N:60]2[CH:64]=[C:63]([C:65]3[C:66]4[CH:73]=[CH:72][N:71](COCC[Si](C)(C)C)[C:67]=4[N:68]=[CH:69][N:70]=3)[CH:62]=[N:61]2)[CH2:57][C:58]#[N:59])[CH2:54][CH2:53][NH:52][CH2:51][CH2:50]1. (6) Given the product [CH3:16][C:15]1[CH:17]=[CH:18][C:12]([S:9]([O:8][CH2:7][C:3]2([CH2:1][CH3:2])[CH2:6][O:5][CH2:4]2)(=[O:11])=[O:10])=[CH:13][CH:14]=1, predict the reactants needed to synthesize it. The reactants are: [CH2:1]([C:3]1([CH2:7][OH:8])[CH2:6][O:5][CH2:4]1)[CH3:2].[S:9](Cl)([C:12]1[CH:18]=[CH:17][C:15]([CH3:16])=[CH:14][CH:13]=1)(=[O:11])=[O:10].CCN(CC)CC. (7) The reactants are: FC(F)(F)C1C=CC(CN)=CC=1.[Cl:13][C:14]1[CH:19]=[CH:18][CH:17]=[CH:16][C:15]=1[CH2:20][CH2:21][NH2:22].[C:23]([NH:31][C:32]1[CH:33]=[C:34]([CH:38]=[CH:39][N:40]=1)[C:35](O)=[O:36])(=[O:30])[C:24]1[CH:29]=[CH:28][CH:27]=[CH:26][CH:25]=1. Given the product [C:23]([NH:31][C:32]1[CH:33]=[C:34]([CH:38]=[CH:39][N:40]=1)[C:35]([NH:22][CH2:21][CH2:20][C:15]1[CH:16]=[CH:17][CH:18]=[CH:19][C:14]=1[Cl:13])=[O:36])(=[O:30])[C:24]1[CH:25]=[CH:26][CH:27]=[CH:28][CH:29]=1, predict the reactants needed to synthesize it. (8) Given the product [Br:24][CH:12]([C:8]1[NH:7][C:6](=[O:18])[C:5]2[C:10](=[CH:11][C:2]([Cl:1])=[CH:3][CH:4]=2)[N:9]=1)[C:13]([N:15]([CH3:17])[CH3:16])=[O:14], predict the reactants needed to synthesize it. The reactants are: [Cl:1][C:2]1[CH:11]=[C:10]2[C:5]([C:6](=[O:18])[NH:7][C:8]([CH2:12][C:13]([N:15]([CH3:17])[CH3:16])=[O:14])=[N:9]2)=[CH:4][CH:3]=1.C([O-])(=O)C.[Na+].[Br:24]Br.O. (9) Given the product [C:1]([C:5]1[CH:10]=[C:9]([C:21]([C:15]2[CH:20]=[CH:19][CH:18]=[CH:17][CH:16]=2)=[CH2:22])[CH:8]=[C:7]([I:12])[C:6]=1[O:13][CH3:14])([CH3:4])([CH3:3])[CH3:2], predict the reactants needed to synthesize it. The reactants are: [C:1]([C:5]1[CH:10]=[C:9](I)[CH:8]=[C:7]([I:12])[C:6]=1[O:13][CH3:14])([CH3:4])([CH3:3])[CH3:2].[C:15]1([C:21](B(O)O)=[CH2:22])[CH:20]=[CH:19][CH:18]=[CH:17][CH:16]=1.C(=O)(O)[O-].[Na+].Cl.